From a dataset of Full USPTO retrosynthesis dataset with 1.9M reactions from patents (1976-2016). Predict the reactants needed to synthesize the given product. Given the product [CH2:2]([SiH:31]([Cl:32])[Cl:30])[C:3]1[CH:8]=[CH:7][CH:6]=[CH:5][CH:4]=1.[CH2:22]([Si:31]([Cl:1])([Cl:32])[Cl:30])[C:23]1[CH:28]=[CH:27][CH:26]=[CH:25][CH:24]=1, predict the reactants needed to synthesize it. The reactants are: [Cl-:1].[CH2:2]([P+](CCCC)(CCCC)CCCC)[C:3]1[CH:8]=[CH:7][CH:6]=[CH:5][CH:4]=1.[CH2:22](Cl)[C:23]1[CH:28]=[CH:27][CH:26]=[CH:25][CH:24]=1.[Cl:30][SiH2:31][Cl:32].